From a dataset of Forward reaction prediction with 1.9M reactions from USPTO patents (1976-2016). Predict the product of the given reaction. Given the reactants [Cl:1][C:2]1[CH:3]=[C:4]([N:10]2[C:14]([CH3:15])=[C:13]([CH2:16][C:17]3[CH:22]=[CH:21][C:20]([C:23]([NH:25][NH:26][C:27](=O)[C:28]([NH2:30])=O)=[O:24])=[CH:19][CH:18]=3)[C:12]([CH3:32])=[N:11]2)[CH:5]=[CH:6][C:7]=1[C:8]#[N:9].P(Cl)(Cl)(Cl)=O.C(=O)([O-])O.[Na+], predict the reaction product. The product is: [Cl:1][C:2]1[CH:3]=[C:4]([N:10]2[C:14]([CH3:15])=[C:13]([CH2:16][C:17]3[CH:18]=[CH:19][C:20]([C:23]4[O:24][C:27]([C:28]#[N:30])=[N:26][N:25]=4)=[CH:21][CH:22]=3)[C:12]([CH3:32])=[N:11]2)[CH:5]=[CH:6][C:7]=1[C:8]#[N:9].